Dataset: Catalyst prediction with 721,799 reactions and 888 catalyst types from USPTO. Task: Predict which catalyst facilitates the given reaction. (1) Reactant: [Cl:1][C:2]1[CH:7]=[C:6]([CH:8]=[CH2:9])[N:5]=[C:4]([CH3:10])[N:3]=1.[N+](=[CH:13][C:14]([O:16][CH2:17][CH3:18])=[O:15])=[N-]. The catalyst class is: 11. Product: [Cl:1][C:2]1[N:3]=[C:4]([CH3:10])[N:5]=[C:6]([CH:8]2[CH2:9][CH:13]2[C:14]([O:16][CH2:17][CH3:18])=[O:15])[CH:7]=1. (2) The catalyst class is: 7. Product: [CH3:21][N:22]1[C:26]([CH3:27])=[C:25]([CH2:28][N:4]2[CH2:5][CH2:6][N:1]([C:7]3[C:12]([C:13]4[CH:14]=[CH:15][C:16]([C:17]#[N:18])=[CH:19][CH:20]=4)=[N:11][CH:10]=[CH:9][N:8]=3)[CH2:2][CH2:3]2)[C:24]([CH3:30])=[N:23]1. Reactant: [N:1]1([C:7]2[C:12]([C:13]3[CH:20]=[CH:19][C:16]([C:17]#[N:18])=[CH:15][CH:14]=3)=[N:11][CH:10]=[CH:9][N:8]=2)[CH2:6][CH2:5][NH:4][CH2:3][CH2:2]1.[CH3:21][N:22]1[C:26]([CH3:27])=[C:25]([CH:28]=O)[C:24]([CH3:30])=[N:23]1.C(O[BH-](OC(=O)C)OC(=O)C)(=O)C.[Na+].C(=O)([O-])O.[Na+].[OH-].[Na+]. (3) Reactant: Cl[C:2]1[CH:7]=[CH:6][C:5]([CH2:8][CH2:9][CH2:10][C:11]([NH:13][CH2:14][CH:15]2[CH2:42][CH2:41][C:18]3[N:19](C(C4C=CC=CC=4)(C4C=CC=CC=4)C4C=CC=CC=4)[CH:20]=[N:21][C:17]=3[CH2:16]2)=[O:12])=CC=1.[Cl:43]C1C=CC(CCCC(NCC2CCC3N=CN(C(C4C=CC=CC=4)(C4C=CC=CC=4)C4C=CC=CC=4)C=3C2)=O)=CC=1. Product: [Cl:43][C:6]1[CH:5]=[CH:8][C:9]([CH2:10][C:11]([NH:13][CH2:14][CH:15]2[CH2:42][CH2:41][C:18]3[NH:19][CH:20]=[N:21][C:17]=3[CH2:16]2)=[O:12])=[CH:2][CH:7]=1. The catalyst class is: 86. (4) Reactant: [Cl:1][C:2]1[CH:7]=[CH:6][CH:5]=[CH:4][C:3]=1[N:8]1[C:12]([C:13]2[CH:14]=[C:15]([OH:19])[CH:16]=[CH:17][CH:18]=2)=[CH:11][C:10]([C:20]([F:23])([F:22])[F:21])=[N:9]1.C1(P(C2C=CC=CC=2)C2C=CC=CC=2)C=CC=CC=1.[O:43]1[CH2:48][CH2:47][N:46]([CH2:49][CH2:50]O)[CH2:45][CH2:44]1.CC(OC(/N=N/C(OC(C)C)=O)=O)C.C1(P(=O)(C2C=CC=CC=2)C2C=CC=CC=2)C=CC=CC=1. Product: [Cl:1][C:2]1[CH:7]=[CH:6][CH:5]=[CH:4][C:3]=1[N:8]1[C:12]([C:13]2[CH:14]=[C:15]([CH:16]=[CH:17][CH:18]=2)[O:19][CH2:50][CH2:49][N:46]2[CH2:47][CH2:48][O:43][CH2:44][CH2:45]2)=[CH:11][C:10]([C:20]([F:23])([F:21])[F:22])=[N:9]1. The catalyst class is: 1. (5) Reactant: C(N(CC)CC)C.[CH3:8][O:9][C:10]1[CH:11]=[C:12]2[C:17](=[CH:18][CH:19]=1)[C:16]([O:20][C:21]1[CH:26]=[CH:25][C:24]([O:27][CH2:28][CH2:29][N:30]3[CH2:35][CH2:34][CH2:33][CH2:32][CH2:31]3)=[CH:23][CH:22]=1)=[C:15]([OH:36])[CH:14]=[CH:13]2.[F:37][C:38]([F:51])([F:50])[S:39](O[S:39]([C:38]([F:51])([F:50])[F:37])(=[O:41])=[O:40])(=[O:41])=[O:40]. Product: [F:37][C:38]([F:51])([F:50])[S:39]([O:36][C:15]1[CH:14]=[CH:13][C:12]2[C:17](=[CH:18][CH:19]=[C:10]([O:9][CH3:8])[CH:11]=2)[C:16]=1[O:20][C:21]1[CH:22]=[CH:23][C:24]([O:27][CH2:28][CH2:29][N:30]2[CH2:31][CH2:32][CH2:33][CH2:34][CH2:35]2)=[CH:25][CH:26]=1)(=[O:41])=[O:40]. The catalyst class is: 4. (6) The catalyst class is: 3. Product: [C:23]([O:27][C:28](=[O:52])[CH2:29][CH2:30][N:31]([CH2:32][C:33]([N:35]1[C:43]2[C:38](=[CH:39][C:40]([O:44][CH2:11][C:10]3[CH:13]=[CH:14][C:15]([C:17]([F:20])([F:19])[F:18])=[CH:16][C:9]=3[C:8]([F:22])([F:21])[F:7])=[CH:41][CH:42]=2)[CH2:37][CH2:36]1)=[O:34])[C:45]([O:47][C:48]([CH3:51])([CH3:50])[CH3:49])=[O:46])([CH3:24])([CH3:25])[CH3:26]. Reactant: C(=O)([O-])[O-].[K+].[K+].[F:7][C:8]([F:22])([F:21])[C:9]1[CH:16]=[C:15]([C:17]([F:20])([F:19])[F:18])[CH:14]=[CH:13][C:10]=1[CH2:11]Br.[C:23]([O:27][C:28](=[O:52])[CH2:29][CH2:30][N:31]([C:45]([O:47][C:48]([CH3:51])([CH3:50])[CH3:49])=[O:46])[CH2:32][C:33]([N:35]1[C:43]2[C:38](=[CH:39][C:40]([OH:44])=[CH:41][CH:42]=2)[CH2:37][CH2:36]1)=[O:34])([CH3:26])([CH3:25])[CH3:24].